This data is from Peptide-MHC class I binding affinity with 185,985 pairs from IEDB/IMGT. The task is: Regression. Given a peptide amino acid sequence and an MHC pseudo amino acid sequence, predict their binding affinity value. This is MHC class I binding data. (1) The peptide sequence is MPTAPPED. The MHC is HLA-B27:05 with pseudo-sequence HLA-B27:05. The binding affinity (normalized) is 0. (2) The peptide sequence is FTISRDNSK. The MHC is HLA-B27:05 with pseudo-sequence HLA-B27:05. The binding affinity (normalized) is 0.0159. (3) The peptide sequence is RIIYIIRFL. The binding affinity (normalized) is 0.344. The MHC is HLA-C15:02 with pseudo-sequence HLA-C15:02. (4) The peptide sequence is KTGESSRCY. The MHC is HLA-A30:01 with pseudo-sequence HLA-A30:01. The binding affinity (normalized) is 0.245. (5) The peptide sequence is PVYISQFSY. The MHC is HLA-A02:02 with pseudo-sequence HLA-A02:02. The binding affinity (normalized) is 0.409. (6) The peptide sequence is YTVKYINL. The MHC is H-2-Db with pseudo-sequence H-2-Db. The binding affinity (normalized) is 0. (7) The peptide sequence is KTDWLPMTV. The MHC is HLA-A01:01 with pseudo-sequence HLA-A01:01. The binding affinity (normalized) is 0.689. (8) The peptide sequence is VAGGTSSVY. The MHC is HLA-B40:01 with pseudo-sequence HLA-B40:01. The binding affinity (normalized) is 0.0847. (9) The MHC is HLA-B15:01 with pseudo-sequence HLA-B15:01. The peptide sequence is NPAACSYMV. The binding affinity (normalized) is 0.0847.